Dataset: Full USPTO retrosynthesis dataset with 1.9M reactions from patents (1976-2016). Task: Predict the reactants needed to synthesize the given product. (1) Given the product [NH2:17][C:12]1[C:13]([O:15][CH3:16])=[CH:14][C:5]([Cl:4])=[C:6]([CH:11]=1)[C:7]([O:9][CH3:10])=[O:8], predict the reactants needed to synthesize it. The reactants are: [Sn](Cl)Cl.[Cl:4][C:5]1[CH:14]=[C:13]([O:15][CH3:16])[C:12]([N+:17]([O-])=O)=[CH:11][C:6]=1[C:7]([O:9][CH3:10])=[O:8]. (2) Given the product [CH:10]([C@H:12]1[CH2:17][CH2:16][CH2:15][CH2:14][N:13]1[C:18]([O:20][C:21]([CH3:24])([CH3:23])[CH3:22])=[O:19])=[O:11], predict the reactants needed to synthesize it. The reactants are: [H-].[H-].[H-].[H-].[Li+].[Al+3].CON(C)[C:10]([C@H:12]1[CH2:17][CH2:16][CH2:15][CH2:14][N:13]1[C:18]([O:20][C:21]([CH3:24])([CH3:23])[CH3:22])=[O:19])=[O:11]. (3) Given the product [CH:11]1([S:8]([C:5]([CH3:7])([CH3:6])[C:4]([OH:16])=[O:3])(=[O:10])=[O:9])[CH2:12][CH2:13][CH2:14][CH2:15]1, predict the reactants needed to synthesize it. The reactants are: C([O:3][C:4](=[O:16])[C:5]([S:8]([CH:11]1[CH2:15][CH2:14][CH2:13][CH2:12]1)(=[O:10])=[O:9])([CH3:7])[CH3:6])C.O.[OH-].[Li+].